Dataset: Peptide-MHC class II binding affinity with 134,281 pairs from IEDB. Task: Regression. Given a peptide amino acid sequence and an MHC pseudo amino acid sequence, predict their binding affinity value. This is MHC class II binding data. The peptide sequence is SVLDMGQGILHNTSD. The MHC is DRB1_0101 with pseudo-sequence DRB1_0101. The binding affinity (normalized) is 0.818.